This data is from Reaction yield outcomes from USPTO patents with 853,638 reactions. The task is: Predict the reaction yield, written as a fraction of the theoretical maximum amount of product (1.0 means a 100% yield; for example, 0.34 means a 34% yield). (1) The reactants are C([O:4][CH2:5][C:6]1[CH:7]=[C:8]2[CH:14]=[CH:13][O:12][C:9]2=[CH:10][N:11]=1)(=O)C.C([O-])([O-])=O.[K+].[K+].O.C(Cl)[Cl:23]. No catalyst specified. The product is [Cl:23][C:14]1[C:8]2[C:9](=[CH:10][N:11]=[C:6]([CH2:5][OH:4])[CH:7]=2)[O:12][CH:13]=1. The yield is 0.680. (2) The reactants are Cl[C:2]1[CH:7]=[C:6]([C:8]2[N:9]=[C:10]([NH:35][CH2:36][CH3:37])[S:11][C:12]=2[C:13]2[CH:18]=[CH:17][N:16]=[C:15]([NH:19][C:20]3[CH:25]=[CH:24][C:23]([O:26][CH2:27][CH2:28][N:29]4[CH2:33][CH2:32][CH2:31][CH2:30]4)=[C:22]([Cl:34])[CH:21]=3)[N:14]=2)[CH:5]=[CH:4][N:3]=1.[CH3:38][O-:39].[Na+]. No catalyst specified. The product is [Cl:34][C:22]1[CH:21]=[C:20]([NH:19][C:15]2[N:14]=[C:13]([C:12]3[S:11][C:10]([NH:35][CH2:36][CH3:37])=[N:9][C:8]=3[C:6]3[CH:5]=[CH:4][N:3]=[C:2]([O:39][CH3:38])[CH:7]=3)[CH:18]=[CH:17][N:16]=2)[CH:25]=[CH:24][C:23]=1[O:26][CH2:27][CH2:28][N:29]1[CH2:30][CH2:31][CH2:32][CH2:33]1. The yield is 0.770.